Regression. Given two drug SMILES strings and cell line genomic features, predict the synergy score measuring deviation from expected non-interaction effect. From a dataset of NCI-60 drug combinations with 297,098 pairs across 59 cell lines. (1) Drug 1: CC(CN1CC(=O)NC(=O)C1)N2CC(=O)NC(=O)C2. Drug 2: CCC(=C(C1=CC=CC=C1)C2=CC=C(C=C2)OCCN(C)C)C3=CC=CC=C3.C(C(=O)O)C(CC(=O)O)(C(=O)O)O. Cell line: LOX IMVI. Synergy scores: CSS=23.9, Synergy_ZIP=-11.8, Synergy_Bliss=-11.9, Synergy_Loewe=-7.21, Synergy_HSA=-6.60. (2) Drug 1: C1CCC(CC1)NC(=O)N(CCCl)N=O. Drug 2: CC1=C(C(=CC=C1)Cl)NC(=O)C2=CN=C(S2)NC3=CC(=NC(=N3)C)N4CCN(CC4)CCO. Cell line: MDA-MB-231. Synergy scores: CSS=31.4, Synergy_ZIP=-7.20, Synergy_Bliss=4.14, Synergy_Loewe=-6.34, Synergy_HSA=6.75. (3) Drug 1: CN1CCC(CC1)COC2=C(C=C3C(=C2)N=CN=C3NC4=C(C=C(C=C4)Br)F)OC. Drug 2: CC=C1C(=O)NC(C(=O)OC2CC(=O)NC(C(=O)NC(CSSCCC=C2)C(=O)N1)C(C)C)C(C)C. Cell line: HOP-92. Synergy scores: CSS=42.9, Synergy_ZIP=-4.98, Synergy_Bliss=-6.86, Synergy_Loewe=-8.23, Synergy_HSA=-5.37. (4) Drug 1: CN(C)C1=NC(=NC(=N1)N(C)C)N(C)C. Drug 2: C1CN(P(=O)(OC1)NCCCl)CCCl. Cell line: NCI-H522. Synergy scores: CSS=-3.88, Synergy_ZIP=0.931, Synergy_Bliss=-0.256, Synergy_Loewe=-3.64, Synergy_HSA=-3.60.